This data is from Reaction yield outcomes from USPTO patents with 853,638 reactions. The task is: Predict the reaction yield, written as a fraction of the theoretical maximum amount of product (1.0 means a 100% yield; for example, 0.34 means a 34% yield). The reactants are [F:1][C:2]1[CH:3]=[C:4]([CH:6]=[CH:7][C:8]=1[N:9]1[CH2:14][CH2:13][O:12][CH2:11][CH2:10]1)[NH2:5].C[Al](C)C.N#N.[NH:21](/[C:25](/[CH3:31])=[CH:26]\[C:27](OC)=[O:28])[C:22]([CH3:24])=O. The catalyst is C(Cl)Cl. The product is [F:1][C:2]1[CH:3]=[C:4]([N:5]2[C:27](=[O:28])[CH:26]=[C:25]([CH3:31])[N:21]=[C:22]2[CH3:24])[CH:6]=[CH:7][C:8]=1[N:9]1[CH2:14][CH2:13][O:12][CH2:11][CH2:10]1. The yield is 0.670.